This data is from Forward reaction prediction with 1.9M reactions from USPTO patents (1976-2016). The task is: Predict the product of the given reaction. Given the reactants [Br:1][C:2]1[CH:7]=[CH:6][C:5]([NH:8][C:9]2[N:14]=[CH:13][CH:12]=[CH:11][N:10]=2)=[CH:4][CH:3]=1.[H-].[Na+].[CH2:17](I)[CH2:18][CH2:19][CH3:20], predict the reaction product. The product is: [Br:1][C:2]1[CH:3]=[CH:4][C:5]([N:8]([CH2:17][CH2:18][CH2:19][CH3:20])[C:9]2[N:10]=[CH:11][CH:12]=[CH:13][N:14]=2)=[CH:6][CH:7]=1.